Predict the product of the given reaction. From a dataset of Forward reaction prediction with 1.9M reactions from USPTO patents (1976-2016). (1) Given the reactants [Cl-].O[NH3+:3].[C:4](=[O:7])([O-])[OH:5].[Na+].CS(C)=O.[CH2:13]([C:17]1[N:18]=[C:19]([CH3:48])[N:20]([C:39]2[CH:40]=[CH:41][C:42]3[O:46][CH2:45][CH2:44][C:43]=3[CH:47]=2)[C:21](=[O:38])[C:22]=1[CH2:23][C:24]1[CH:29]=[CH:28][C:27]([C:30]2[C:31]([C:36]#[N:37])=[CH:32][CH:33]=[CH:34][CH:35]=2)=[CH:26][CH:25]=1)[CH2:14][CH2:15][CH3:16], predict the reaction product. The product is: [CH2:13]([C:17]1[N:18]=[C:19]([CH3:48])[N:20]([C:39]2[CH:40]=[CH:41][C:42]3[O:46][CH2:45][CH2:44][C:43]=3[CH:47]=2)[C:21](=[O:38])[C:22]=1[CH2:23][C:24]1[CH:25]=[CH:26][C:27]([C:30]2[CH:35]=[CH:34][CH:33]=[CH:32][C:31]=2[C:36]2[NH:3][C:4](=[O:7])[O:5][N:37]=2)=[CH:28][CH:29]=1)[CH2:14][CH2:15][CH3:16]. (2) Given the reactants [Br:1][C:2]1[CH:7]=[CH:6][C:5](I)=[C:4]([CH3:9])[CH:3]=1.[Br-].[C:11]([C:13]1[CH:14]=[C:15]([Zn+])[CH:16]=[CH:17][C:18]=1[F:19])#[N:12].[Br-].[S:22]1[CH:26]=[CH:25][CH:24]=[C:23]1[Zn+], predict the reaction product. The product is: [C:11]([C:13]1[CH:14]=[C:15]([C:23]2[S:22][C:26]([C:5]3[CH:6]=[CH:7][C:2]([Br:1])=[CH:3][C:4]=3[CH3:9])=[CH:25][CH:24]=2)[CH:16]=[CH:17][C:18]=1[F:19])#[N:12].